From a dataset of Reaction yield outcomes from USPTO patents with 853,638 reactions. Predict the reaction yield, written as a fraction of the theoretical maximum amount of product (1.0 means a 100% yield; for example, 0.34 means a 34% yield). (1) The reactants are [N:1]1[CH:6]=[CH:5][CH:4]=[C:3]([C:7](=O)[CH2:8][C:9]2[CH:13]=[CH:12][S:11][CH:10]=2)[CH:2]=1.[N:15]1[NH:16][N:17]=[N:18][C:19]=1[C:20]1[CH:27]=[CH:26][C:23]([CH:24]=O)=[CH:22][CH:21]=1.[NH2:28][C:29]([NH2:31])=[O:30].Cl. The catalyst is CCO. The product is [N:15]1[NH:16][N:17]=[N:18][C:19]=1[C:20]1[CH:27]=[CH:26][C:23]([CH:24]2[C:8]([C:9]3[CH:13]=[CH:12][S:11][CH:10]=3)=[C:7]([C:3]3[CH:2]=[N:1][CH:6]=[CH:5][CH:4]=3)[NH:31][C:29](=[O:30])[NH:28]2)=[CH:22][CH:21]=1. The yield is 0.350. (2) The reactants are [CH2:1]([N:4]1[CH2:9][CH2:8][O:7][CH2:6][CH2:5]1)[C:2]#[CH:3].[CH3:10][CH2:11][CH2:12][CH2:13][SnH:14]([CH2:19][CH2:20][CH2:21][CH3:22])[CH2:15][CH2:16][CH2:17][CH3:18]. The yield is 0.290. The catalyst is C1COCC1.Cl[Pd](Cl)([P](C1C=CC=CC=1)(C1C=CC=CC=1)C1C=CC=CC=1)[P](C1C=CC=CC=1)(C1C=CC=CC=1)C1C=CC=CC=1. The product is [CH2:19]([Sn:14]([CH2:13][CH2:12][CH2:11][CH3:10])([CH2:15][CH2:16][CH2:17][CH3:18])/[CH:3]=[CH:2]/[CH2:1][N:4]1[CH2:9][CH2:8][O:7][CH2:6][CH2:5]1)[CH2:20][CH2:21][CH3:22]. (3) The reactants are [CH3:1][CH:2]([CH3:17])[CH2:3][CH2:4][NH:5][C:6]([C:8]1([C:13]([O:15]C)=[O:14])[CH2:12][CH2:11][CH2:10][CH2:9]1)=[O:7].O.[OH-].[Li+].[CH2:21]1COCC1. The catalyst is O.Cl. The product is [CH3:21][CH:9]1[CH2:10][CH2:11][CH2:12][C:8]1([C:6](=[O:7])[NH:5][CH2:4][CH2:3][CH:2]([CH3:17])[CH3:1])[C:13]([OH:15])=[O:14]. The yield is 0.900. (4) The reactants are [C:1]1([CH2:7][C:8]([OH:10])=[O:9])[CH:6]=[CH:5][CH:4]=[CH:3][CH:2]=1.Br[CH2:12][C:13]([C:15]1[CH:20]=[C:19]([F:21])[C:18]([S:22][CH3:23])=[C:17]([F:24])[CH:16]=1)=O.C(N(C(C)C)CC)(C)C.N12CCCN=C1CCCCC2.Cl. The catalyst is C(#N)C. The product is [F:24][C:17]1[CH:16]=[C:15]([C:13]2[CH2:12][O:9][C:8](=[O:10])[C:7]=2[C:1]2[CH:6]=[CH:5][CH:4]=[CH:3][CH:2]=2)[CH:20]=[C:19]([F:21])[C:18]=1[S:22][CH3:23]. The yield is 0.760. (5) The reactants are [NH2:1][C:2]1[N:7]=[C:6]([C:8]2[CH:15]=[CH:14][C:11]([C:12]#[N:13])=[C:10](F)[CH:9]=2)[CH:5]=[C:4]([NH:17][CH2:18][C:19]2[CH:24]=[CH:23][CH:22]=[CH:21][CH:20]=2)[N:3]=1.O.[NH2:26][NH2:27].CCOC(C)=O.CCCCCC. The catalyst is CCO. The product is [NH2:13][C:12]1[C:11]2[C:10](=[CH:9][C:8]([C:6]3[N:7]=[C:2]([NH2:1])[N:3]=[C:4]([NH:17][CH2:18][C:19]4[CH:24]=[CH:23][CH:22]=[CH:21][CH:20]=4)[CH:5]=3)=[CH:15][CH:14]=2)[NH:27][N:26]=1. The yield is 0.390.